Task: Predict the reactants needed to synthesize the given product.. Dataset: Full USPTO retrosynthesis dataset with 1.9M reactions from patents (1976-2016) (1) Given the product [C:22]([N:11]1[CH2:12][CH2:13][CH:9]([NH:8][C:6]([O:5][C:1]([CH3:4])([CH3:2])[CH3:3])=[O:7])[CH2:10]1)([O:24][CH2:25][C:26]1[CH:31]=[CH:30][CH:29]=[CH:28][CH:27]=1)=[O:23], predict the reactants needed to synthesize it. The reactants are: [C:1]([O:5][C:6]([NH:8][CH:9]1[CH2:13][CH2:12][NH:11][CH2:10]1)=[O:7])([CH3:4])([CH3:3])[CH3:2].C(N(CC)CC)C.Cl[C:22]([O:24][CH2:25][C:26]1[CH:31]=[CH:30][CH:29]=[CH:28][CH:27]=1)=[O:23]. (2) Given the product [F:27][C:4]1[CH:3]=[C:2]([NH:1][C:54]([NH:53][C:51](=[O:52])[CH2:50][C:47]2[CH:48]=[CH:49][C:44]([F:43])=[CH:45][CH:46]=2)=[S:55])[CH:26]=[CH:25][C:5]=1[O:6][C:7]1[N:12]=[CH:11][N:10]=[C:9]([NH:13][C:14]([N:16]2[CH2:21][CH2:20][CH:19]([N:22]([CH3:23])[CH3:24])[CH2:18][CH2:17]2)=[O:15])[CH:8]=1, predict the reactants needed to synthesize it. The reactants are: [NH2:1][C:2]1[CH:26]=[CH:25][C:5]([O:6][C:7]2[N:12]=[CH:11][N:10]=[C:9]([NH:13][C:14]([N:16]3[CH2:21][CH2:20][CH:19]([N:22]([CH3:24])[CH3:23])[CH2:18][CH2:17]3)=[O:15])[CH:8]=2)=[C:4]([F:27])[CH:3]=1.CC1(C)C2(CS(O)(=O)=O)C(CC1CC2)=O.[F:43][C:44]1[CH:49]=[CH:48][C:47]([CH2:50][C:51]([N:53]=[C:54]=[S:55])=[O:52])=[CH:46][CH:45]=1.C(=O)([O-])O.[Na+]. (3) Given the product [N:14]1([CH2:19][CH2:20][CH2:21][O:22][C:23]2[CH:28]=[CH:27][C:26]([C:29]3([C:35]4[O:36][CH:13]=[N:12][CH:11]=4)[CH2:30][CH2:31][O:32][CH2:33][CH2:34]3)=[CH:25][CH:24]=2)[CH2:18][CH2:17][CH2:16][CH2:15]1, predict the reactants needed to synthesize it. The reactants are: S([CH2:11][N+:12]#[C-:13])(C1C=CC(C)=CC=1)(=O)=O.[N:14]1([CH2:19][CH2:20][CH2:21][O:22][C:23]2[CH:28]=[CH:27][C:26]([C:29]3([CH:35]=[O:36])[CH2:34][CH2:33][O:32][CH2:31][CH2:30]3)=[CH:25][CH:24]=2)[CH2:18][CH2:17][CH2:16][CH2:15]1.C(=O)([O-])[O-].[K+].[K+]. (4) Given the product [C:34]([C:15]1[CH:16]=[C:11]([CH:12]=[CH:13][C:14]=1[O:25][CH:26]([CH3:28])[CH3:27])[C:10]([O:9][CH3:7])=[O:18])#[N:35], predict the reactants needed to synthesize it. The reactants are: N([C:7]([O:9][CH2:10][C:11]1[CH:16]=[CH:15][CH:14]=[CH:13][CH:12]=1)=O)[C@@H](C(O)=O)C.C([O-])([O-])=[O:18].[K+].[K+].C(C(N)CBr)([O:25][C:26](C)([CH3:28])[CH3:27])=O.[CH3:34][N:35](C=O)C. (5) Given the product [CH2:1]([NH:3][C:4]([C:6]1[N:10]2[C:11](=[O:27])[CH:12]=[C:13]([CH2:15][C:16]3[CH:21]=[CH:20][CH:19]=[C:18]([C:22]([F:23])([F:24])[F:25])[C:17]=3[F:26])[N:14]=[C:9]2[S:8][C:7]=1[C:28]([NH2:33])=[O:29])=[O:5])[CH3:2], predict the reactants needed to synthesize it. The reactants are: [CH2:1]([NH:3][C:4]([C:6]1[N:10]2[C:11](=[O:27])[CH:12]=[C:13]([CH2:15][C:16]3[CH:21]=[CH:20][CH:19]=[C:18]([C:22]([F:25])([F:24])[F:23])[C:17]=3[F:26])[N:14]=[C:9]2[S:8][C:7]=1[C:28](O)=[O:29])=[O:5])[CH3:2].C([N:33](CC)CC)C.ClC(OC(C)C)=O.[OH-].[NH4+]. (6) The reactants are: [CH3:1][N:2]1[CH:6]=[N:5][C:4]([CH2:7][OH:8])=[N:3]1.CCN(C(C)C)C(C)C.[CH3:18][S:19](Cl)(=[O:21])=[O:20]. Given the product [CH3:18][S:19]([O:8][CH2:7][C:4]1[N:5]=[CH:6][N:2]([CH3:1])[N:3]=1)(=[O:21])=[O:20], predict the reactants needed to synthesize it. (7) The reactants are: [C:1]1([CH2:11][C@H:12]2[C:16](=[O:17])[O:15][CH2:14][N:13]2[C:18]([O:20][CH2:21][CH:22]2[C:34]3[CH:33]=[CH:32][CH:31]=[CH:30][C:29]=3[C:28]3[C:23]2=[CH:24][CH:25]=[CH:26][CH:27]=3)=[O:19])[C:10]2[C:5](=[CH:6][CH:7]=[CH:8][CH:9]=2)[CH:4]=[CH:3][CH:2]=1.FC(F)(F)C(O)=O.C([SiH](CC)CC)C. Given the product [CH:24]1[C:23]2[CH:22]([CH2:21][O:20][C:18]([N:13]([CH3:14])[C@@H:12]([CH2:11][C:1]3[C:10]4[C:5](=[CH:6][CH:7]=[CH:8][CH:9]=4)[CH:4]=[CH:3][CH:2]=3)[C:16]([OH:17])=[O:15])=[O:19])[C:34]3[C:29](=[CH:30][CH:31]=[CH:32][CH:33]=3)[C:28]=2[CH:27]=[CH:26][CH:25]=1, predict the reactants needed to synthesize it.